Dataset: Catalyst prediction with 721,799 reactions and 888 catalyst types from USPTO. Task: Predict which catalyst facilitates the given reaction. (1) Reactant: [NH2:1][C:2]1[C:3]2[C:10]([C:11]3[CH:16]=[CH:15][C:14]([O:17][C:18]4[CH:23]=[CH:22][CH:21]=[CH:20][CH:19]=4)=[CH:13][CH:12]=3)=[C:9](Br)[N:8]([C@@H:25]3[CH2:29][CH2:28][N:27]([C:30]([O:32][C:33]([CH3:36])([CH3:35])[CH3:34])=[O:31])[CH2:26]3)[C:4]=2[N:5]=[CH:6][N:7]=1.[CH3:37]B(O)O.C1(P(C2CCCCC2)C2CCCCC2)CCCCC1. Product: [NH2:1][C:2]1[C:3]2[C:10]([C:11]3[CH:16]=[CH:15][C:14]([O:17][C:18]4[CH:23]=[CH:22][CH:21]=[CH:20][CH:19]=4)=[CH:13][CH:12]=3)=[C:9]([CH3:37])[N:8]([C@@H:25]3[CH2:29][CH2:28][N:27]([C:30]([O:32][C:33]([CH3:36])([CH3:35])[CH3:34])=[O:31])[CH2:26]3)[C:4]=2[N:5]=[CH:6][N:7]=1. The catalyst class is: 101. (2) Reactant: [Cl:1][C:2]1[CH:3]=[N:4][CH:5]=[C:6]([Cl:30])[C:7]=1[NH:8][C:9]([C:11]1[C:12]2[N:13]([N:19]=[C:20]([CH2:22][O:23]C3CCCCO3)[CH:21]=2)[C:14]([O:17][CH3:18])=[CH:15][CH:16]=1)=[O:10].O.C1(C)C=CC(S(O)(=O)=O)=CC=1.C(=O)([O-])O.[Na+]. The catalyst class is: 5. Product: [Cl:1][C:2]1[CH:3]=[N:4][CH:5]=[C:6]([Cl:30])[C:7]=1[NH:8][C:9]([C:11]1[C:12]2[N:13]([N:19]=[C:20]([CH2:22][OH:23])[CH:21]=2)[C:14]([O:17][CH3:18])=[CH:15][CH:16]=1)=[O:10]. (3) Product: [CH3:10][S:11]([O:1][CH2:2][C@H:3]1[CH2:9][CH2:8][C:5]2([CH2:7][CH2:6]2)[O:4]1)(=[O:13])=[O:12]. Reactant: [OH:1][CH2:2][C@H:3]1[CH2:9][CH2:8][C:5]2([CH2:7][CH2:6]2)[O:4]1.[CH3:10][S:11](Cl)(=[O:13])=[O:12]. The catalyst class is: 2. (4) Reactant: [Cl:1][C:2]1[C:3]([C:33]2[C:41]3[C:36](=[CH:37][CH:38]=[CH:39][CH:40]=3)[NH:35][N:34]=2)=[N:4][C:5]([NH:8][C@@H:9]2[CH2:14][CH2:13][CH2:12][C@H:11]([N:15]([CH2:23][C:24]3[CH:29]=[CH:28][C:27]([N+:30]([O-])=O)=[CH:26][CH:25]=3)[C:16](=[O:22])[O:17][C:18]([CH3:21])([CH3:20])[CH3:19])[CH2:10]2)=[N:6][CH:7]=1.[NH4+].[Cl-]. Product: [C:18]([O:17][C:16](=[O:22])[N:15]([CH2:23][C:24]1[CH:25]=[CH:26][C:27]([NH2:30])=[CH:28][CH:29]=1)[C@H:11]1[CH2:12][CH2:13][CH2:14][C@@H:9]([NH:8][C:5]2[N:4]=[C:3]([C:33]3[C:41]4[C:36](=[CH:37][CH:38]=[CH:39][CH:40]=4)[NH:35][N:34]=3)[C:2]([Cl:1])=[CH:7][N:6]=2)[CH2:10]1)([CH3:21])([CH3:19])[CH3:20]. The catalyst class is: 314.